Dataset: Forward reaction prediction with 1.9M reactions from USPTO patents (1976-2016). Task: Predict the product of the given reaction. Given the reactants CCN(CC)CC.Cl.Cl.[NH:10]1[CH:14]=[C:13]([CH2:15][CH2:16][NH2:17])[CH:12]=[N:11]1.[CH3:18][C:19]1[CH:20]=[CH:21][C:22]([N:28]2[N:32]=[CH:31][CH:30]=[N:29]2)=[C:23]([CH:27]=1)[C:24](O)=[O:25].C1C=CC2N(O)N=NC=2C=1.O.CCN=C=NCCCN(C)C.Cl.C([O-])(O)=O.[Na+], predict the reaction product. The product is: [CH3:18][C:19]1[CH:20]=[CH:21][C:22]([N:28]2[N:32]=[CH:31][CH:30]=[N:29]2)=[C:23]([CH:27]=1)[C:24]([NH:17][CH2:16][CH2:15][C:13]1[CH:14]=[N:10][NH:11][CH:12]=1)=[O:25].